Dataset: Reaction yield outcomes from USPTO patents with 853,638 reactions. Task: Predict the reaction yield, written as a fraction of the theoretical maximum amount of product (1.0 means a 100% yield; for example, 0.34 means a 34% yield). (1) The reactants are [C:1]1([C:7]2[N:8]=[C:9]([NH:12]C(=O)C)[NH:10][CH:11]=2)[CH:6]=[CH:5][CH:4]=[CH:3][CH:2]=1.O.OS(O)(=O)=O. The catalyst is CO. The product is [C:1]1([C:7]2[N:8]=[C:9]([NH2:12])[NH:10][CH:11]=2)[CH:2]=[CH:3][CH:4]=[CH:5][CH:6]=1. The yield is 0.410. (2) The reactants are [NH2:1][C:2]1[CH:7]=[CH:6][C:5]([OH:8])=[C:4]([CH3:9])[CH:3]=1.CC(C)([O-])C.[K+].[Cl:16][C:17]1[CH:22]=[C:21](Cl)[CH:20]=[CH:19][N:18]=1. The catalyst is CC(N(C)C)=O. The product is [Cl:16][C:17]1[CH:22]=[C:21]([O:8][C:5]2[CH:6]=[CH:7][C:2]([NH2:1])=[CH:3][C:4]=2[CH3:9])[CH:20]=[CH:19][N:18]=1. The yield is 0.560. (3) The reactants are Br[C:2]1[CH:3]=[CH:4][C:5]([F:20])=[C:6]([C:8]2[CH:13]=[CH:12][C:11]([S:14]([CH3:17])(=[O:16])=[O:15])=[CH:10][C:9]=2[O:18][CH3:19])[CH:7]=1.[B:21]1([B:21]2[O:25][C:24]([CH3:27])([CH3:26])[C:23]([CH3:29])([CH3:28])[O:22]2)[O:25][C:24]([CH3:27])([CH3:26])[C:23]([CH3:29])([CH3:28])[O:22]1.C([O-])(=O)C.[K+]. The catalyst is O1CCOCC1.C1C=CC(P(C2C=CC=CC=2)[C-]2C=CC=C2)=CC=1.C1C=CC(P(C2C=CC=CC=2)[C-]2C=CC=C2)=CC=1.Cl[Pd]Cl.[Fe+2]. The product is [F:20][C:5]1[C:6]([C:8]2[CH:13]=[CH:12][C:11]([S:14]([CH3:17])(=[O:16])=[O:15])=[CH:10][C:9]=2[O:18][CH3:19])=[CH:7][C:2]([B:21]2[O:25][C:24]([CH3:27])([CH3:26])[C:23]([CH3:29])([CH3:28])[O:22]2)=[CH:3][CH:4]=1. The yield is 1.00. (4) The reactants are C([O:3][C:4]([C:6]1[N:7]([C:15]2[CH:20]=[CH:19][C:18]([CH3:21])=[CH:17][CH:16]=2)[N:8]=[C:9]([C:11]([CH3:14])([CH3:13])[CH3:12])[CH:10]=1)=[O:5])C.[Li+].[OH-]. The catalyst is C1COCC1. The product is [C:11]([C:9]1[CH:10]=[C:6]([C:4]([OH:5])=[O:3])[N:7]([C:15]2[CH:20]=[CH:19][C:18]([CH3:21])=[CH:17][CH:16]=2)[N:8]=1)([CH3:14])([CH3:12])[CH3:13]. The yield is 0.960. (5) The reactants are [OH-].[Li+].[CH2:3]([O:10][C:11]1[CH:16]=[CH:15][C:14]([S:17]([NH:20][CH2:21][C@H:22]([N:27]2[CH2:32][CH2:31][N:30]([S:33]([CH3:36])(=[O:35])=[O:34])[CH2:29][CH2:28]2)[C:23]([O:25]C)=[O:24])(=[O:19])=[O:18])=[CH:13][CH:12]=1)[C:4]1[CH:9]=[CH:8][CH:7]=[CH:6][CH:5]=1. The catalyst is O1CCCC1.O. The product is [CH2:3]([O:10][C:11]1[CH:12]=[CH:13][C:14]([S:17]([NH:20][CH2:21][C@H:22]([N:27]2[CH2:32][CH2:31][N:30]([S:33]([CH3:36])(=[O:34])=[O:35])[CH2:29][CH2:28]2)[C:23]([OH:25])=[O:24])(=[O:19])=[O:18])=[CH:15][CH:16]=1)[C:4]1[CH:9]=[CH:8][CH:7]=[CH:6][CH:5]=1. The yield is 0.860. (6) The reactants are [N+:1]([C:4]1[CH:5]=[C:6]([C:10]([NH:12][NH2:13])=[O:11])[CH:7]=[CH:8][CH:9]=1)([O-:3])=[O:2].[N-:14]=[C:15]=[S:16].[CH2:17]([C:21]1[CH:26]=[CH:25][CH:24]=[CH:23][CH:22]=1)[CH2:18][CH2:19][CH3:20]. No catalyst specified. The product is [CH2:17]([C:21]1[CH:26]=[CH:25][C:24]([NH:14][C:15]([NH:13][NH:12][C:10]([C:6]2[CH:7]=[CH:8][CH:9]=[C:4]([N+:1]([O-:3])=[O:2])[CH:5]=2)=[O:11])=[S:16])=[CH:23][CH:22]=1)[CH2:18][CH2:19][CH3:20]. The yield is 0.920.